This data is from Forward reaction prediction with 1.9M reactions from USPTO patents (1976-2016). The task is: Predict the product of the given reaction. (1) Given the reactants [C:1]1([CH:7]([C:13]([O:15]CC)=O)[C:8]([O:10]CC)=O)[CH:6]=[CH:5][CH:4]=[CH:3][CH:2]=1.[F:18][C:19]1[CH:20]=[C:21]2[C:25](=[CH:26][CH:27]=1)[NH:24][N:23]=[C:22]2[NH2:28].C(N(CCCC)CCCC)CCC.[OH-].[Na+], predict the reaction product. The product is: [F:18][C:19]1[CH:27]=[CH:26][C:25]2[C:21](=[C:22]3[N:28]=[C:8]([OH:10])[C:7]([C:1]4[CH:2]=[CH:3][CH:4]=[CH:5][CH:6]=4)=[C:13]([OH:15])[N:23]3[N:24]=2)[CH:20]=1. (2) Given the reactants [Li]CCCC.C[Si](C)(C)N[Si](C)(C)C.[CH2:15]1[CH:19]2[CH2:20][C:21](=[O:22])[CH:17]([CH2:18]2)[CH2:16]1.[C:23]1(=[O:29])[O:28][C:26](=[O:27])[CH2:25][CH2:24]1, predict the reaction product. The product is: [OH:29][C:23](=[C:20]1[C:21](=[O:22])[CH:17]2[CH2:18][CH:19]1[CH2:15][CH2:16]2)[CH2:24][CH2:25][C:26]([OH:28])=[O:27]. (3) Given the reactants [C:1]([N:5]1[CH:9]=[C:8]([CH2:10][CH2:11][CH2:12][CH3:13])[C:7](=[NH:14])[S:6]1)([CH3:4])([CH3:3])[CH3:2].[Cl:15][C:16]1[CH:21]=[C:20]([F:22])[CH:19]=[CH:18][C:17]=1[C:23]1([C:29](O)=[O:30])[CH2:28][CH2:27][CH2:26][CH2:25][CH2:24]1, predict the reaction product. The product is: [CH2:10]([C:8]1=[CH:9][N:5]([C:1]([CH3:4])([CH3:3])[CH3:2])[S:6]/[C:7]/1=[N:14]\[C:29]([C:23]1([C:17]2[CH:18]=[CH:19][C:20]([F:22])=[CH:21][C:16]=2[Cl:15])[CH2:24][CH2:25][CH2:26][CH2:27][CH2:28]1)=[O:30])[CH2:11][CH2:12][CH3:13]. (4) Given the reactants [CH3:1][S:2]([NH2:5])(=[O:4])=[O:3].C(N(CC)CC)C.C[Si](Cl)(C)C.CNC1(NC)C=CN=CC1.F[P-](F)(F)(F)(F)F.N1(O[P+](N(C)C)(N(C)C)N(C)C)C2C=CC=CC=2N=N1.[C:55]([O:59][C:60]([N:62]1[CH2:67][CH2:66][CH2:65][CH:64]([C:68]2[CH:77]=[C:76]([C:78]3[C:83]([O:84][CH2:85][C:86]4[CH:91]=[CH:90][C:89]([O:92][CH3:93])=[CH:88][CH:87]=4)=[CH:82][CH:81]=[CH:80][C:79]=3[O:94][CH2:95][CH:96]3[CH2:98][CH2:97]3)[N:75]=[C:74]3[C:69]=2[CH:70]=[C:71]([C:100](O)=[O:101])[C:72](=[O:99])[NH:73]3)[CH2:63]1)=[O:61])([CH3:58])([CH3:57])[CH3:56], predict the reaction product. The product is: [CH:96]1([CH2:95][O:94][C:79]2[CH:80]=[CH:81][CH:82]=[C:83]([O:84][CH2:85][C:86]3[CH:91]=[CH:90][C:89]([O:92][CH3:93])=[CH:88][CH:87]=3)[C:78]=2[C:76]2[CH:77]=[C:68]([CH:64]3[CH2:65][CH2:66][CH2:67][N:62]([C:60]([O:59][C:55]([CH3:58])([CH3:56])[CH3:57])=[O:61])[CH2:63]3)[C:69]3[CH:70]=[C:71]([C:100]([NH:5][S:2]([CH3:1])(=[O:4])=[O:3])=[O:101])[C:72](=[O:99])[NH:73][C:74]=3[N:75]=2)[CH2:98][CH2:97]1. (5) Given the reactants [OH-].[Na+].[CH2:3]([O:10][C:11]1[CH:12]=[C:13]2[C:19]([C:20]([O:22]C)=[O:21])=[C:18]([C:24]3[CH:29]=[CH:28][C:27]([F:30])=[CH:26][CH:25]=3)[O:17][C:14]2=[CH:15][N:16]=1)[C:4]1[CH:9]=[CH:8][CH:7]=[CH:6][CH:5]=1, predict the reaction product. The product is: [CH2:3]([O:10][C:11]1[CH:12]=[C:13]2[C:19]([C:20]([OH:22])=[O:21])=[C:18]([C:24]3[CH:25]=[CH:26][C:27]([F:30])=[CH:28][CH:29]=3)[O:17][C:14]2=[CH:15][N:16]=1)[C:4]1[CH:5]=[CH:6][CH:7]=[CH:8][CH:9]=1.